From a dataset of Catalyst prediction with 721,799 reactions and 888 catalyst types from USPTO. Predict which catalyst facilitates the given reaction. (1) Reactant: [OH-].[K+].[Br:3][C:4]1[CH:5]=[C:6]([CH2:10][OH:11])[CH:7]=[N:8][CH:9]=1.[CH2:12](I)[CH3:13]. Product: [Br:3][C:4]1[CH:9]=[N:8][CH:7]=[C:6]([CH2:10][O:11][CH2:12][CH3:13])[CH:5]=1. The catalyst class is: 58. (2) Reactant: [C:1]([O:5][C:6]([NH:8][C@@H:9]([C:11]1[C:12]([F:46])=[C:13]([C:17]2[CH:22]=[C:21]([CH:23]=[CH:24][C:25]3[O:26][CH:27]=[CH:28][CH:29]=3)[CH:20]=[C:19]([CH2:30][O:31][C:32]3[CH:37]=[CH:36][CH:35]=[CH:34][C:33]=3[CH2:38][C:39]([O:41][C:42]([CH3:45])([CH3:44])[CH3:43])=[O:40])[CH:18]=2)[CH:14]=[CH:15][CH:16]=1)[CH3:10])=[O:7])([CH3:4])([CH3:3])[CH3:2]. Product: [C:1]([O:5][C:6]([NH:8][C@@H:9]([C:11]1[C:12]([F:46])=[C:13]([C:17]2[CH:22]=[C:21]([CH2:23][CH2:24][CH:25]3[CH2:29][CH2:28][CH2:27][O:26]3)[CH:20]=[C:19]([CH2:30][O:31][C:32]3[CH:37]=[CH:36][CH:35]=[CH:34][C:33]=3[CH2:38][C:39]([O:41][C:42]([CH3:45])([CH3:44])[CH3:43])=[O:40])[CH:18]=2)[CH:14]=[CH:15][CH:16]=1)[CH3:10])=[O:7])([CH3:4])([CH3:2])[CH3:3]. The catalyst class is: 19. (3) Reactant: [CH:1]([N:4]([CH2:8][CH2:9][CH:10]([C:17]1[CH:22]=[C:21]([CH3:23])[CH:20]=[CH:19][C:18]=1[OH:24])[C:11]1[CH:16]=[CH:15][CH:14]=[CH:13][CH:12]=1)[CH:5]([CH3:7])[CH3:6])([CH3:3])[CH3:2].[C:25]([OH:34])(=[O:33])[C@@H:26]([C@H:28]([C:30]([OH:32])=[O:31])[OH:29])[OH:27]. Product: [C:30]([CH:28]([CH:26]([C:25]([OH:34])=[O:33])[OH:27])[OH:29])([OH:32])=[O:31].[CH:1]([N:4]([CH2:8][CH2:9][CH:10]([C:17]1[CH:22]=[C:21]([CH3:23])[CH:20]=[CH:19][C:18]=1[OH:24])[C:11]1[CH:12]=[CH:13][CH:14]=[CH:15][CH:16]=1)[CH:5]([CH3:7])[CH3:6])([CH3:2])[CH3:3]. The catalyst class is: 8. (4) Reactant: [C:1]([O:5][C:6](=[O:20])[C:7]([CH3:19])([O:9][C:10]1[CH:18]=[CH:17][C:13]([C:14]([OH:16])=[O:15])=[CH:12][CH:11]=1)[CH3:8])([CH3:4])([CH3:3])[CH3:2].[F:21][C:22]([F:39])([F:38])[O:23][C:24]1[CH:37]=[CH:36][C:27]([CH2:28][N:29]2[CH:33]=[C:32]([CH2:34]O)[N:31]=[N:30]2)=[CH:26][CH:25]=1.C1(N=C=NC2CCCCC2)CCCCC1. Product: [C:1]([O:5][C:6](=[O:20])[C:7]([CH3:8])([O:9][C:10]1[CH:11]=[CH:12][C:13]([C:14]([O:16][CH2:34][C:32]2[N:31]=[N:30][N:29]([CH2:28][C:27]3[CH:26]=[CH:25][C:24]([O:23][C:22]([F:38])([F:21])[F:39])=[CH:37][CH:36]=3)[CH:33]=2)=[O:15])=[CH:17][CH:18]=1)[CH3:19])([CH3:2])([CH3:3])[CH3:4]. The catalyst class is: 119. (5) Reactant: C[O:2][C:3]1[CH:18]=[CH:17][CH:16]=[CH:15][C:4]=1[O:5][C:6]1[CH:14]=[CH:13][C:9]([C:10]([OH:12])=[O:11])=[CH:8][CH:7]=1. The catalyst class is: 844. Product: [OH:2][C:3]1[CH:18]=[CH:17][CH:16]=[CH:15][C:4]=1[O:5][C:6]1[CH:14]=[CH:13][C:9]([C:10]([OH:12])=[O:11])=[CH:8][CH:7]=1. (6) Reactant: [CH3:1][N:2]1[C:6]([CH2:7][OH:8])=[CH:5][N:4]=[CH:3]1.C(Cl)(=O)C(Cl)=O.[H-].[Na+].[Cl:17][C:18]1[CH:23]=[CH:22][C:21]([C:24]2[S:25][C:26]3[C:27](=[O:42])[N:28]([C:33]4[CH:38]=[CH:37][C:36](O)=[C:35]([O:40][CH3:41])[CH:34]=4)[CH:29]=[CH:30][C:31]=3[N:32]=2)=[CH:20][CH:19]=1. Product: [Cl:17][C:18]1[CH:23]=[CH:22][C:21]([C:24]2[S:25][C:26]3[C:27](=[O:42])[N:28]([C:33]4[CH:38]=[CH:37][C:36]([O:8][CH2:7][C:6]5[N:2]([CH3:1])[CH:3]=[N:4][CH:5]=5)=[C:35]([O:40][CH3:41])[CH:34]=4)[CH2:29][CH2:30][C:31]=3[N:32]=2)=[CH:20][CH:19]=1. The catalyst class is: 606.